This data is from Full USPTO retrosynthesis dataset with 1.9M reactions from patents (1976-2016). The task is: Predict the reactants needed to synthesize the given product. (1) Given the product [OH:29][CH:26]1[CH2:27][CH2:28][CH:23]([NH:22][C:11](=[O:13])/[CH:10]=[CH:9]/[C:7]2[CH:8]=[C:3]([O:2][CH3:1])[CH:4]=[CH:5][C:6]=2[S:14][C:15]2[CH:20]=[CH:19][C:18]([CH3:21])=[CH:17][CH:16]=2)[CH2:24][CH2:25]1, predict the reactants needed to synthesize it. The reactants are: [CH3:1][O:2][C:3]1[CH:4]=[CH:5][C:6]([S:14][C:15]2[CH:20]=[CH:19][C:18]([CH3:21])=[CH:17][CH:16]=2)=[C:7](/[CH:9]=[CH:10]/[C:11]([OH:13])=O)[CH:8]=1.[NH2:22][CH:23]1[CH2:28][CH2:27][CH:26]([OH:29])[CH2:25][CH2:24]1. (2) Given the product [CH2:14]([O:13][C:10]1[CH:9]=[CH:8][C:4]([C:5]([OH:7])=[O:6])=[C:3]([CH2:1][CH3:2])[C:11]=1[CH3:12])[C:15]1[CH:20]=[CH:19][CH:18]=[CH:17][CH:16]=1, predict the reactants needed to synthesize it. The reactants are: [CH2:1]([C:3]1[C:11]([CH3:12])=[C:10]([OH:13])[CH:9]=[CH:8][C:4]=1[C:5]([OH:7])=[O:6])[CH3:2].[CH2:14](Br)[C:15]1[CH:20]=[CH:19][CH:18]=[CH:17][CH:16]=1.C([O-])([O-])=O.[K+].[K+].